This data is from Reaction yield outcomes from USPTO patents with 853,638 reactions. The task is: Predict the reaction yield, written as a fraction of the theoretical maximum amount of product (1.0 means a 100% yield; for example, 0.34 means a 34% yield). (1) The reactants are [Cl:1][C:2]1[N:6]([CH3:7])[N:5]=[C:4]([CH:8]([F:10])[F:9])[C:3]=1[CH:11]=[O:12].[BH4-].[Na+].O. The catalyst is CO. The product is [Cl:1][C:2]1[N:6]([CH3:7])[N:5]=[C:4]([CH:8]([F:9])[F:10])[C:3]=1[CH2:11][OH:12]. The yield is 0.521. (2) The reactants are [F:1][C:2]1[CH:7]=[CH:6][C:5]([C:8]2[CH:12]=[C:11]([C:13]3[S:14][CH:15]=[CH:16][CH:17]=3)[NH:10][C:9]=2[C:18]([OH:20])=O)=[CH:4][CH:3]=1.Cl.[NH2:22][CH2:23][C:24]1[CH:25]=[CH:26][C:27]([C:30]([O:32][CH3:33])=[O:31])=[N:28][CH:29]=1. No catalyst specified. The product is [F:1][C:2]1[CH:3]=[CH:4][C:5]([C:8]2[CH:12]=[C:11]([C:13]3[S:14][CH:15]=[CH:16][CH:17]=3)[NH:10][C:9]=2[C:18]([NH:22][CH2:23][C:24]2[CH:25]=[CH:26][C:27]([C:30]([O:32][CH3:33])=[O:31])=[N:28][CH:29]=2)=[O:20])=[CH:6][CH:7]=1. The yield is 0.660. (3) The reactants are C(O)(C(F)(F)F)=O.C(OC([N:15]1[CH2:21][CH2:20][C:19]2[C:22]([CH2:27][S:28][C:29]3[S:30][CH:31]=[C:32]([CH3:34])[N:33]=3)=[C:23]([Cl:26])[CH:24]=[CH:25][C:18]=2[CH2:17][CH2:16]1)=O)(C)(C)C. The yield is 0.990. The catalyst is C(Cl)Cl. The product is [Cl:26][C:23]1[CH:24]=[CH:25][C:18]2[CH2:17][CH2:16][NH:15][CH2:21][CH2:20][C:19]=2[C:22]=1[CH2:27][S:28][C:29]1[S:30][CH:31]=[C:32]([CH3:34])[N:33]=1. (4) The reactants are [CH2:1]([O:8][C:9]1[C:10]([C:29]([OH:31])=O)=[N:11][C:12]([CH2:16][C:17]2[CH:22]=[CH:21][CH:20]=[CH:19][C:18]=2[C:23]2[CH:28]=[CH:27][CH:26]=[CH:25][CH:24]=2)=[N:13][C:14]=1[OH:15])[C:2]1[CH:7]=[CH:6][CH:5]=[CH:4][CH:3]=1.[Si:32]([O:39][CH2:40][CH2:41][NH:42][CH3:43])([C:35]([CH3:38])([CH3:37])[CH3:36])([CH3:34])[CH3:33].O=P(Cl)(Cl)Cl.O. The catalyst is N1C=CC=CC=1. The product is [Si:32]([O:39][CH2:40][CH2:41][N:42]([CH3:43])[C:29]([C:10]1[C:9]([O:8][CH2:1][C:2]2[CH:3]=[CH:4][CH:5]=[CH:6][CH:7]=2)=[C:14]([OH:15])[N:13]=[C:12]([CH2:16][C:17]2[CH:22]=[CH:21][CH:20]=[CH:19][C:18]=2[C:23]2[CH:24]=[CH:25][CH:26]=[CH:27][CH:28]=2)[N:11]=1)=[O:31])([C:35]([CH3:38])([CH3:37])[CH3:36])([CH3:33])[CH3:34]. The yield is 0.494. (5) The reactants are [Cl:1][C:2]1[CH:7]=[CH:6][N:5]=[C:4]([NH2:8])[C:3]=1I.[F:10][C:11]1[CH:16]=[CH:15][C:14](B(O)O)=[C:13]([C:20](OC)=[O:21])[CH:12]=1. No catalyst specified. The product is [Cl:1][C:2]1[CH:7]=[CH:6][N:5]=[C:4]2[C:3]=1[C:14]1[CH:15]=[CH:16][C:11]([F:10])=[CH:12][C:13]=1[C:20](=[O:21])[NH:8]2. The yield is 0.210.